This data is from Forward reaction prediction with 1.9M reactions from USPTO patents (1976-2016). The task is: Predict the product of the given reaction. The product is: [I:1][C:2]1[CH:7]=[N:6][C:5]([N:8]([C:17]([O:16][C:12]([CH3:15])([CH3:14])[CH3:13])=[O:18])[C:17]([O:16][C:12]([CH3:15])([CH3:14])[CH3:13])=[O:27])=[C:4]2[O:9][CH:10]=[CH:11][C:3]=12. Given the reactants [I:1][C:2]1[CH:7]=[N:6][C:5]([NH2:8])=[C:4]2[O:9][CH:10]=[CH:11][C:3]=12.[C:12]([O:16][C:17](O[C:17]([O:16][C:12]([CH3:15])([CH3:14])[CH3:13])=[O:18])=[O:18])([CH3:15])([CH3:14])[CH3:13].[OH2:27], predict the reaction product.